This data is from Reaction yield outcomes from USPTO patents with 853,638 reactions. The task is: Predict the reaction yield, written as a fraction of the theoretical maximum amount of product (1.0 means a 100% yield; for example, 0.34 means a 34% yield). (1) The reactants are [O:1]=[CH:2][CH:3]=[CH:4][C:5]([O:7][CH2:8][CH3:9])=[O:6].[CH3:10][C:11](=[N:15]O)[C:12](=O)[CH3:13].[ClH:17].C(OCC)(=O)C.C(OCC)C. The catalyst is C(OCC)(=O)C.CCCCCC. The product is [Cl:17][CH2:10][C:11]1[N:15]=[C:2](/[CH:3]=[CH:4]/[C:5]([O:7][CH2:8][CH3:9])=[O:6])[O:1][C:12]=1[CH3:13]. The yield is 0.550. (2) The catalyst is C(O)(=O)C.C(Cl)Cl. The yield is 0.629. The product is [Br:26][C:22]1[C:23]([CH3:25])=[CH:24][C:19]([N:15]2[C:16]3[C:11](=[CH:10][C:9]([S:8]([O:52][C:43]4[C:42]([F:41])=[C:47]([F:48])[C:46]([F:49])=[C:45]([F:50])[C:44]=4[F:51])(=[O:38])=[O:60])=[CH:18][CH:17]=3)[CH:12]=[CH:13][C:14]2=[O:29])=[C:20]([O:27][CH3:28])[CH:21]=1. The reactants are C([S:8][C:9]1[CH:10]=[C:11]2[C:16](=[CH:17][CH:18]=1)[N:15]([C:19]1[CH:24]=[C:23]([CH3:25])[C:22]([Br:26])=[CH:21][C:20]=1[O:27][CH3:28])[C:14](=[O:29])[CH:13]=[CH:12]2)C1C=CC=CC=1.ClN1C(C)(C)C(=[O:38])N(Cl)C1=O.[F:41][C:42]1[C:47]([F:48])=[C:46]([F:49])[C:45]([F:50])=[C:44]([F:51])[C:43]=1[OH:52].C(N(CC)CC)C.[OH2:60]. (3) The reactants are C([O:4][CH2:5][C:6]1[CH:7]=[C:8]2[C:13](=[CH:14][C:15]=1[CH2:16][O:17]C(=O)C)[O:12][C:11](=[O:21])[C:10]([CH2:22][C:23]([O:25][CH2:26][CH3:27])=[O:24])=[C:9]2[C:28]1[CH:33]=[CH:32][CH:31]=[CH:30][CH:29]=1)(=O)C.C1CCN2C(=NCCC2)CC1. The catalyst is C(O)C.C(OCC)(=O)C. The product is [OH:4][CH2:5][C:6]1[CH:7]=[C:8]2[C:13](=[CH:14][C:15]=1[CH2:16][OH:17])[O:12][C:11](=[O:21])[C:10]([CH2:22][C:23]([O:25][CH2:26][CH3:27])=[O:24])=[C:9]2[C:28]1[CH:29]=[CH:30][CH:31]=[CH:32][CH:33]=1. The yield is 0.860. (4) The reactants are [OH:1][C@@H:2]([CH2:11][C:12]1[CH:17]=[CH:16][CH:15]=[CH:14][CH:13]=1)[C:3]([N:5]1[CH2:10][CH2:9][O:8][CH2:7][CH2:6]1)=[O:4].[OH-].[Li+]. No catalyst specified. The product is [CH:12]1([CH2:11][C@H:2]([OH:1])[C:3]([N:5]2[CH2:6][CH2:7][O:8][CH2:9][CH2:10]2)=[O:4])[CH2:17][CH2:16][CH2:15][CH2:14][CH2:13]1. The yield is 0.460.